Dataset: Catalyst prediction with 721,799 reactions and 888 catalyst types from USPTO. Task: Predict which catalyst facilitates the given reaction. (1) Reactant: [C:1]([C:3]1[CH:8]=[CH:7][C:6]([CH:9]2[C:14]([C:15]([NH2:17])=O)=[C:13]([CH3:18])[N:12]([C:19]3[CH:24]=[CH:23][CH:22]=[C:21]([C:25]([F:28])([F:27])[F:26])[CH:20]=3)[C:11](=[O:29])[NH:10]2)=[C:5]([S:30]([CH:33]([CH3:35])[CH3:34])(=[O:32])=[O:31])[CH:4]=1)#[N:2].[OH-].COC(NS([N+](CC)(CC)CC)(=O)=O)=O.O. Product: [C:1]([C:3]1[CH:8]=[CH:7][C:6]([CH:9]2[C:14]([C:15]#[N:17])=[C:13]([CH3:18])[N:12]([C:19]3[CH:24]=[CH:23][CH:22]=[C:21]([C:25]([F:28])([F:27])[F:26])[CH:20]=3)[C:11](=[O:29])[NH:10]2)=[C:5]([S:30]([CH:33]([CH3:35])[CH3:34])(=[O:32])=[O:31])[CH:4]=1)#[N:2]. The catalyst class is: 1. (2) Reactant: [Cl-].[Br:2][C:3]1[CH:4]=[C:5]([CH:8]=[CH:9][C:10]=1[F:11])[NH:6][NH3+:7].CO[CH:14](OC)[CH2:15][C:16](=O)[CH3:17]. Product: [Br:2][C:3]1[CH:4]=[C:5]([N:6]2[CH:14]=[CH:15][C:16]([CH3:17])=[N:7]2)[CH:8]=[CH:9][C:10]=1[F:11]. The catalyst class is: 8. (3) Reactant: [OH-].[Na+].[CH3:3][C:4]1[CH:5]=[C:6]([OH:11])[CH:7]=[C:8]([CH3:10])[CH:9]=1.Cl[CH2:13][CH:14]([OH:17])[CH2:15][OH:16].C1(C)C=CC=CC=1. Product: [CH3:3][C:4]1[CH:5]=[C:6]([CH:7]=[C:8]([CH3:10])[CH:9]=1)[O:11][CH2:13][CH:14]([OH:17])[CH2:15][OH:16]. The catalyst class is: 6. (4) Reactant: [F:1][C:2]1[CH:3]=[C:4]([I:18])[CH:5]=[C:6]2[C:11]=1[NH:10][CH:9]=[C:8]([C:12]([O:14][CH2:15][CH3:16])=[O:13])[C:7]2=[O:17].C(=O)([O-])[O-].[K+].[K+].I[CH2:26][CH2:27][OH:28].O. Product: [F:1][C:2]1[CH:3]=[C:4]([I:18])[CH:5]=[C:6]2[C:11]=1[N:10]([CH2:26][CH2:27][OH:28])[CH:9]=[C:8]([C:12]([O:14][CH2:15][CH3:16])=[O:13])[C:7]2=[O:17]. The catalyst class is: 391. (5) Reactant: [CH2:1]([N:8]1[C:16]2[C:11](=[C:12]([O:17][CH2:18][C:19]([O:21]CC)=[O:20])[CH:13]=[CH:14][CH:15]=2)[C:10]([C:24](=[O:28])[C:25]([OH:27])=[O:26])=[C:9]1[CH3:29])[C:2]1[CH:7]=[CH:6][CH:5]=[CH:4][CH:3]=1.[Li+].[OH-]. Product: [CH2:1]([N:8]1[C:16]2[C:11](=[C:12]([O:17][CH2:18][C:19]([OH:21])=[O:20])[CH:13]=[CH:14][CH:15]=2)[C:10]([C:24](=[O:28])[C:25]([OH:27])=[O:26])=[C:9]1[CH3:29])[C:2]1[CH:7]=[CH:6][CH:5]=[CH:4][CH:3]=1. The catalyst class is: 20. (6) Product: [F:29][C:23]1[CH:24]=[CH:25][C:26]([F:28])=[CH:27][C:22]=1[CH2:21][C:20]([N:16]1[C:17]2[C:13](=[CH:12][C:11]([C:10]3[C:3]4[C:2]([NH2:1])=[N:7][CH:6]=[N:5][C:4]=4[N:8]([CH2:31][CH2:32][CH:33]4[CH2:34][CH2:35][NH:36][CH2:37][CH2:38]4)[CH:9]=3)=[CH:19][CH:18]=2)[CH2:14][CH2:15]1)=[O:30]. Reactant: [NH2:1][C:2]1[C:3]2[C:10]([C:11]3[CH:12]=[C:13]4[C:17](=[CH:18][CH:19]=3)[N:16]([C:20](=[O:30])[CH2:21][C:22]3[CH:27]=[C:26]([F:28])[CH:25]=[CH:24][C:23]=3[F:29])[CH2:15][CH2:14]4)=[CH:9][N:8]([CH2:31][CH2:32][CH:33]3[CH2:38][CH2:37][N:36](C(OC(C)(C)C)=O)[CH2:35][CH2:34]3)[C:4]=2[N:5]=[CH:6][N:7]=1.Cl. The catalyst class is: 12. (7) Reactant: Cl[CH2:2][C:3]1[CH:8]=[CH:7][N:6]=[C:5]([C:9]([O:11][CH2:12][CH3:13])=[CH2:10])[N:4]=1.[CH3:14]N.O1[CH2:20][CH2:19][CH2:18]C1.[C:21](=[O:24])([O-])[O-:22].[K+].[K+].[I-].[Na+].[CH3:29][N:30](C)C=O. Product: [CH2:12]([O:11][C:9]([C:5]1[N:4]=[C:3]([CH2:2][N:30]([CH3:29])[C:21](=[O:24])[O:22][C:19]([CH3:18])([CH3:20])[CH3:14])[CH:8]=[CH:7][N:6]=1)=[CH2:10])[CH3:13]. The catalyst class is: 7.